This data is from Full USPTO retrosynthesis dataset with 1.9M reactions from patents (1976-2016). The task is: Predict the reactants needed to synthesize the given product. (1) Given the product [CH3:20][C:11]1[C:16]2[C:15](=[CH:10][C:9]3[C:4]([CH:3]=2)=[CH:5][CH:6]=[CH:7][CH:8]=3)[CH:14]=[CH:13][CH:12]=1, predict the reactants needed to synthesize it. The reactants are: OC[C:3]1[C:16]2[C:11](=[CH:12][CH:13]=[CH:14][CH:15]=2)[C:10](CNC)=[C:9]2[C:4]=1[CH:5]=[CH:6][CH:7]=[CH:8]2.[C:20]([O-])([O-])=O.[K+].[K+]. (2) Given the product [CH3:23][O:24][C:25](=[O:41])[CH:26]([NH:30][C:31](=[O:40])[C:32]1[C:33]([Cl:39])=[CH:34][CH:35]=[CH:36][C:37]=1[Cl:38])[CH2:27]/[CH:28]=[CH:29]/[C:43]1[CH:48]=[CH:47][C:46]([N:49]([CH3:56])[C:50]2[N:51]=[CH:52][CH:53]=[CH:54][N:55]=2)=[CH:45][CH:44]=1, predict the reactants needed to synthesize it. The reactants are: CC1C=CC=CC=1P(C1C=CC=CC=1C)C1C=CC=CC=1C.[CH3:23][O:24][C:25](=[O:41])[CH:26]([NH:30][C:31](=[O:40])[C:32]1[C:37]([Cl:38])=[CH:36][CH:35]=[CH:34][C:33]=1[Cl:39])[CH2:27][CH:28]=[CH2:29].I[C:43]1[CH:48]=[CH:47][C:46]([N:49]([CH3:56])[C:50]2[N:55]=[CH:54][CH:53]=[CH:52][N:51]=2)=[CH:45][CH:44]=1.C(=O)([O-])[O-].[K+].[K+]. (3) Given the product [Cl:29][C:23]1[N:12]2[CH:13]([C:17]3[CH:22]=[CH:21][CH:20]=[CH:19][CH:18]=3)[CH2:14][O:15][C:16]3=[C:11]2[C:10](=[CH:9][CH:8]=[C:7]3[C:6]2[C:2]([CH3:1])=[N:3][O:4][C:5]=2[CH3:26])[N:24]=1, predict the reactants needed to synthesize it. The reactants are: [CH3:1][C:2]1[C:6]([C:7]2[C:16]3[O:15][CH2:14][CH:13]([C:17]4[CH:22]=[CH:21][CH:20]=[CH:19][CH:18]=4)[N:12]4[C:23](=O)[NH:24][C:10]([C:11]=34)=[CH:9][CH:8]=2)=[C:5]([CH3:26])[O:4][N:3]=1.P(Cl)(Cl)([Cl:29])=O. (4) Given the product [Cl:16][C:17]1[CH:24]=[CH:23][C:20]([CH2:21][N:1]2[CH2:6][CH2:5][C:4](=[O:7])[CH2:3][CH2:2]2)=[CH:19][CH:18]=1, predict the reactants needed to synthesize it. The reactants are: [NH:1]1[CH2:6][CH2:5][C:4](=[O:7])[CH2:3][CH2:2]1.C(=O)([O-])[O-].[Cs+].[Cs+].[I-].[K+].[Cl:16][C:17]1[CH:24]=[CH:23][C:20]([CH2:21]Cl)=[CH:19][CH:18]=1. (5) Given the product [Br:3][C:4]1[C:5]2[CH:13]=[CH:12][N:11]([S:14]([C:17]3[CH:23]=[CH:22][C:20]([CH3:21])=[CH:19][CH:18]=3)(=[O:16])=[O:15])[C:6]=2[C:7](=[O:10])[N:8]([CH3:25])[CH:9]=1, predict the reactants needed to synthesize it. The reactants are: [H-].[Na+].[Br:3][C:4]1[C:5]2[CH:13]=[CH:12][N:11]([S:14]([C:17]3[CH:23]=[CH:22][C:20]([CH3:21])=[CH:19][CH:18]=3)(=[O:16])=[O:15])[C:6]=2[C:7](=[O:10])[NH:8][CH:9]=1.I[CH3:25].O. (6) The reactants are: Br[C:2]1[CH2:7][CH2:6][C:5]([CH3:9])([CH3:8])[CH2:4][C:3]=1[CH:10]=[O:11].[Cl:12][C:13]1[CH:18]=[CH:17][C:16](B(O)O)=[CH:15][CH:14]=1.C(=O)([O-])[O-].[K+].[K+]. Given the product [Cl:12][C:13]1[CH:18]=[CH:17][C:16]([C:2]2[CH2:7][CH2:6][C:5]([CH3:9])([CH3:8])[CH2:4][C:3]=2[CH:10]=[O:11])=[CH:15][CH:14]=1, predict the reactants needed to synthesize it. (7) The reactants are: CS(C)=O.[NH:5]1[CH:9]=[CH:8][N:7]=[CH:6]1.[F:10][C:11]1[CH:16]=[CH:15][C:14]([O:17][CH3:18])=[C:13](Br)[CH:12]=1.[OH-].[K+]. Given the product [F:10][C:11]1[CH:16]=[CH:15][C:14]([O:17][CH3:18])=[C:13]([N:5]2[CH:9]=[CH:8][N:7]=[CH:6]2)[CH:12]=1, predict the reactants needed to synthesize it. (8) Given the product [Cl:1][C:2]1[CH:3]=[CH:4][C:5]([C:29]#[N:30])=[C:6]([C:8]2[C:13]([O:14][CH3:15])=[CH:12][N:11]([CH:16]([CH2:20][C:21]3([CH3:27])[CH2:26][CH2:25][O:24][CH2:23][CH2:22]3)[C:17]([NH:31][C:32]3[CH:33]=[CH:34][C:35]([C:36]([O:38][CH2:39][CH3:40])=[O:37])=[CH:41][CH:42]=3)=[O:18])[C:10](=[O:28])[CH:9]=2)[CH:7]=1, predict the reactants needed to synthesize it. The reactants are: [Cl:1][C:2]1[CH:3]=[CH:4][C:5]([C:29]#[N:30])=[C:6]([C:8]2[C:13]([O:14][CH3:15])=[CH:12][N:11]([CH:16]([CH2:20][C:21]3([CH3:27])[CH2:26][CH2:25][O:24][CH2:23][CH2:22]3)[C:17](O)=[O:18])[C:10](=[O:28])[CH:9]=2)[CH:7]=1.[NH2:31][C:32]1[CH:42]=[CH:41][C:35]([C:36]([O:38][CH2:39][CH3:40])=[O:37])=[CH:34][CH:33]=1.CC(C)N=C=NC(C)C.C(#N)C.O.